Dataset: Peptide-MHC class II binding affinity with 134,281 pairs from IEDB. Task: Regression. Given a peptide amino acid sequence and an MHC pseudo amino acid sequence, predict their binding affinity value. This is MHC class II binding data. (1) The peptide sequence is EGPEEHEILNDSGET. The MHC is HLA-DQA10201-DQB10402 with pseudo-sequence HLA-DQA10201-DQB10402. The binding affinity (normalized) is 0. (2) The peptide sequence is DHGGACGYKDVDKPP. The MHC is DRB1_0901 with pseudo-sequence DRB1_0901. The binding affinity (normalized) is 0. (3) The binding affinity (normalized) is 0.415. The peptide sequence is IKSDKPLKGPFNFRF. The MHC is HLA-DPA10201-DPB11401 with pseudo-sequence HLA-DPA10201-DPB11401. (4) The peptide sequence is WCCRSCTMPPVSFHG. The MHC is DRB5_0101 with pseudo-sequence DRB5_0101. The binding affinity (normalized) is 0. (5) The peptide sequence is ATFEAMYLGTCKTLT. The MHC is HLA-DPA10103-DPB10201 with pseudo-sequence HLA-DPA10103-DPB10201. The binding affinity (normalized) is 0.325. (6) The peptide sequence is QVHFQPLPPAVVKLS. The MHC is DRB1_0401 with pseudo-sequence DRB1_0401. The binding affinity (normalized) is 0.0605. (7) The peptide sequence is APANPGLIIGAL. The MHC is HLA-DQA10501-DQB10301 with pseudo-sequence HLA-DQA10501-DQB10301. The binding affinity (normalized) is 0.636.